Dataset: Full USPTO retrosynthesis dataset with 1.9M reactions from patents (1976-2016). Task: Predict the reactants needed to synthesize the given product. Given the product [CH2:14]([CH:13]([C:5]1[C:6]2[N:7]([CH3:12])[C:8](=[O:11])[NH:9][C:10]=2[C:2]([O:19][CH3:18])=[CH:3][CH:4]=1)[CH2:16][CH3:17])[CH3:15], predict the reactants needed to synthesize it. The reactants are: Br[C:2]1[C:10]2[NH:9][C:8](=[O:11])[N:7]([CH3:12])[C:6]=2[C:5]([CH:13]([CH2:16][CH3:17])[CH2:14][CH3:15])=[CH:4][CH:3]=1.[CH3:18][O-:19].[Na+].